Dataset: Forward reaction prediction with 1.9M reactions from USPTO patents (1976-2016). Task: Predict the product of the given reaction. (1) Given the reactants [NH2:1][C:2]1[CH:7]=[CH:6][C:5]([CH3:8])=[CH:4][CH:3]=1.Cl[C:10](=[O:15])[C:11]([O:13][CH3:14])=[O:12], predict the reaction product. The product is: [CH3:14][O:13][C:11](=[O:12])[C:10](=[O:15])[NH:1][C:2]1[CH:7]=[CH:6][C:5]([CH3:8])=[CH:4][CH:3]=1. (2) Given the reactants [N+:1]([C:4]1[CH:9]=[CH:8][C:7]([C:10]2([CH3:23])[C:19](=[O:20])[C:18]3[C:13](=[CH:14][C:15](Cl)=[CH:16][CH:17]=3)[NH:12][C:11]2=[O:22])=[CH:6][CH:5]=1)([O-:3])=[O:2].[CH3:24][N:25]1[CH2:30][CH2:29][NH:28][CH2:27][CH2:26]1, predict the reaction product. The product is: [CH3:23][C:10]1([C:7]2[CH:8]=[CH:9][C:4]([N+:1]([O-:3])=[O:2])=[CH:5][CH:6]=2)[C:19](=[O:20])[C:18]2[C:13](=[CH:14][C:15]([N:28]3[CH2:29][CH2:30][N:25]([CH3:24])[CH2:26][CH2:27]3)=[CH:16][CH:17]=2)[NH:12][C:11]1=[O:22]. (3) Given the reactants [H-].[Na+].[CH3:3][C:4]1[CH:8]=[C:7]([C:9]([O:11][CH2:12][CH3:13])=[O:10])[NH:6][N:5]=1.Br[CH2:15][CH2:16][O:17][CH:18]1[CH2:23][CH2:22][CH2:21][CH2:20][O:19]1.[I-].[Li+], predict the reaction product. The product is: [CH2:12]([O:11][C:9]([C:7]1[CH:8]=[C:4]([CH3:3])[N:5]([CH2:15][CH2:16][O:17][CH:18]2[CH2:23][CH2:22][CH2:21][CH2:20][O:19]2)[N:6]=1)=[O:10])[CH3:13]. (4) Given the reactants [CH3:1][O:2][C:3]1[C:4]([N+:19]([O-])=O)=[CH:5][C:6]([CH3:18])=[C:7]([N:9]2[CH2:14][CH2:13][N:12]([C:15](=[O:17])[CH3:16])[CH2:11][CH2:10]2)[CH:8]=1, predict the reaction product. The product is: [NH2:19][C:4]1[C:3]([O:2][CH3:1])=[CH:8][C:7]([N:9]2[CH2:10][CH2:11][N:12]([C:15](=[O:17])[CH3:16])[CH2:13][CH2:14]2)=[C:6]([CH3:18])[CH:5]=1. (5) Given the reactants [F:1][C:2]([F:32])([F:31])[O:3][C:4]1[CH:9]=[CH:8][C:7]([CH2:10][CH:11]([NH:15][C:16](=[O:30])[C:17]2[CH:22]=[CH:21][C:20]([O:23][CH2:24][CH2:25][C:26]([F:29])([F:28])[F:27])=[CH:19][CH:18]=2)[C:12](O)=[O:13])=[CH:6][CH:5]=1.[CH2:33]([NH2:35])[CH3:34], predict the reaction product. The product is: [CH2:33]([NH:35][C:12](=[O:13])[CH:11]([NH:15][C:16](=[O:30])[C:17]1[CH:22]=[CH:21][C:20]([O:23][CH2:24][CH2:25][C:26]([F:29])([F:28])[F:27])=[CH:19][CH:18]=1)[CH2:10][C:7]1[CH:6]=[CH:5][C:4]([O:3][C:2]([F:32])([F:31])[F:1])=[CH:9][CH:8]=1)[CH3:34]. (6) Given the reactants [CH2:1]([C@@H:5]1[NH:11][CH2:10][CH2:9][C@@H:8]([C:12]2[CH:17]=[CH:16][CH:15]=[CH:14][CH:13]=2)[NH:7][C:6]1=[O:18])[CH:2]([CH3:4])[CH3:3].[C:19]1([C@@H:25]2[CH2:27][C@H:26]2[C:28](O)=[O:29])[CH:24]=[CH:23][CH:22]=[CH:21][CH:20]=1.C([C@@H]1N(C(=O)/C=C/C2C=CC=CC=2)C[C@H](CC(C)C)NC1=O)C(C)C, predict the reaction product. The product is: [CH2:1]([C@@H:5]1[N:11]([C:28]([C@@H:26]2[CH2:27][C@H:25]2[C:19]2[CH:24]=[CH:23][CH:22]=[CH:21][CH:20]=2)=[O:29])[CH2:10][CH2:9][C@@H:8]([C:12]2[CH:13]=[CH:14][CH:15]=[CH:16][CH:17]=2)[NH:7][C:6]1=[O:18])[CH:2]([CH3:4])[CH3:3]. (7) Given the reactants [Cl:1][C:2]1[C:7]([C:8](F)([F:10])F)=C[CH:5]=[CH:4][C:3]=1[C:12]([N:14]1[CH2:19][CH2:18][N:17]([C:20]2[CH:25]=[CH:24][CH:23]=[CH:22][C:21]=2[CH:26]([CH3:28])[CH3:27])[C:16](=[O:29])[CH2:15]1)=[O:13].ClC1C=C(F)C=CC=1C(O)=O, predict the reaction product. The product is: [Cl:1][C:2]1[CH:7]=[C:8]([F:10])[CH:5]=[CH:4][C:3]=1[C:12]([N:14]1[CH2:19][CH2:18][N:17]([C:20]2[CH:25]=[CH:24][CH:23]=[CH:22][C:21]=2[CH:26]([CH3:28])[CH3:27])[C:16](=[O:29])[CH2:15]1)=[O:13].